Task: Predict the reaction yield, written as a fraction of the theoretical maximum amount of product (1.0 means a 100% yield; for example, 0.34 means a 34% yield).. Dataset: Reaction yield outcomes from USPTO patents with 853,638 reactions (1) The reactants are [Cl-].O[NH3+:3].[C:4](=[O:7])([O-])[OH:5].[Na+].CS(C)=O.[CH2:13]([O:15][C:16]1[N:21]=[CH:20][C:19]([C:22]2[C:27](=[O:28])[N:26]([CH2:29][C:30]3[CH:35]=[CH:34][C:33]([C:36]4[C:37]([C:42]#[N:43])=[CH:38][CH:39]=[CH:40][CH:41]=4)=[CH:32][CH:31]=3)[C:25]([CH2:44][CH2:45][CH3:46])=[N:24][C:23]=2[CH2:47][CH3:48])=[CH:18][CH:17]=1)[CH3:14]. The catalyst is C(OCC)(=O)C. The product is [CH2:13]([O:15][C:16]1[N:21]=[CH:20][C:19]([C:22]2[C:27](=[O:28])[N:26]([CH2:29][C:30]3[CH:35]=[CH:34][C:33]([C:36]4[CH:41]=[CH:40][CH:39]=[CH:38][C:37]=4[C:42]4[NH:3][C:4](=[O:7])[O:5][N:43]=4)=[CH:32][CH:31]=3)[C:25]([CH2:44][CH2:45][CH3:46])=[N:24][C:23]=2[CH2:47][CH3:48])=[CH:18][CH:17]=1)[CH3:14]. The yield is 0.600. (2) No catalyst specified. The product is [NH2:39][C:5]([CH2:8][N:9]1[C:17]2[C:12](=[C:13]([C:18]3[N:22]=[C:21]([C:23]4[CH:28]=[CH:27][C:26]([C:29]5[CH:34]=[CH:33][CH:32]=[CH:31][C:30]=5[C:35]([F:38])([F:37])[F:36])=[CH:25][CH:24]=4)[O:20][N:19]=3)[CH:14]=[CH:15][CH:16]=2)[CH2:11][CH2:10]1)([CH2:4][OH:3])[CH2:6][OH:7]. The yield is 0.710. The reactants are CC1(C)[O:7][CH2:6][C:5]([NH:39]C(=O)OC(C)(C)C)([CH2:8][N:9]2[C:17]3[C:12](=[C:13]([C:18]4[N:22]=[C:21]([C:23]5[CH:28]=[CH:27][C:26]([C:29]6[CH:34]=[CH:33][CH:32]=[CH:31][C:30]=6[C:35]([F:38])([F:37])[F:36])=[CH:25][CH:24]=5)[O:20][N:19]=4)[CH:14]=[CH:15][CH:16]=3)[CH2:11][CH2:10]2)[CH2:4][O:3]1.CC1(C)OCC(NC(=O)OC(C)(C)C)(CNC2C=CC(CCCCCCCC)=CC=2)CO1. (3) The reactants are [C:1]1([NH:7][C:8]([C:10]2[NH:11][C:12]3[C:17]([C:18]=2[C:19]2[CH:24]=[CH:23][CH:22]=[CH:21][CH:20]=2)=[CH:16][C:15]([NH2:25])=[CH:14][CH:13]=3)=[O:9])[CH:6]=[CH:5][CH:4]=[CH:3][CH:2]=1.[Br:26][C:27]1[CH:32]=[CH:31][C:30]([S:33](Cl)(=[O:35])=[O:34])=[CH:29][CH:28]=1. The catalyst is CCCCCC.C(OCC)(=O)C. The product is [C:1]1([NH:7][C:8]([C:10]2[NH:11][C:12]3[C:17]([C:18]=2[C:19]2[CH:20]=[CH:21][CH:22]=[CH:23][CH:24]=2)=[CH:16][C:15]([NH:25][S:33]([C:30]2[CH:31]=[CH:32][C:27]([Br:26])=[CH:28][CH:29]=2)(=[O:35])=[O:34])=[CH:14][CH:13]=3)=[O:9])[CH:6]=[CH:5][CH:4]=[CH:3][CH:2]=1. The yield is 0.270. (4) The reactants are [F:1][C:2]1[CH:33]=[CH:32][CH:31]=[C:30](F)[C:3]=1[CH2:4][N:5]1[C:10]2[N:11]=[C:12]([NH:15][C:16]3[CH:21]=[CH:20][C:19]([N:22]4[CH2:27][CH2:26][N:25]([CH3:28])[CH2:24][CH2:23]4)=[CH:18][CH:17]=3)[N:13]=[CH:14][C:9]=2[CH:8]=[CH:7][C:6]1=[O:29].[CH3:35][S:36](C)=O. The catalyst is O. The product is [F:1][C:2]1[CH:33]=[CH:32][CH:31]=[C:30]([S:36][CH3:35])[C:3]=1[CH2:4][N:5]1[C:10]2[N:11]=[C:12]([NH:15][C:16]3[CH:21]=[CH:20][C:19]([N:22]4[CH2:27][CH2:26][N:25]([CH3:28])[CH2:24][CH2:23]4)=[CH:18][CH:17]=3)[N:13]=[CH:14][C:9]=2[CH:8]=[CH:7][C:6]1=[O:29]. The yield is 0.900. (5) The reactants are [Cl:1][C:2]1[C:3]([F:46])=[C:4]([C@@H:8]2[C@:12]([C:15]3[CH:20]=[CH:19][C:18]([Cl:21])=[CH:17][C:16]=3[F:22])([C:13]#[N:14])[C@H:11]([CH2:23][C:24]([CH3:27])([CH3:26])[CH3:25])[NH:10][C@H:9]2[C:28]([NH:30][C:31]2[CH:43]=[CH:42][C:34]([C:35]([O:37][CH2:38][C:39]([OH:41])=O)=[O:36])=[CH:33][C:32]=2[O:44][CH3:45])=[O:29])[CH:5]=[CH:6][CH:7]=1.CN(C(ON1N=NC2C=CC=NC1=2)=[N+](C)C)C.F[P-](F)(F)(F)(F)F.CCN(C(C)C)C(C)C.[NH2:80][CH2:81][CH2:82][O:83][CH2:84][CH2:85][OH:86]. The catalyst is O1CCCC1. The product is [OH:86][CH2:85][CH2:84][O:83][CH2:82][CH2:81][NH:80][C:39]([CH2:38][O:37][C:35](=[O:36])[C:34]1[CH:42]=[CH:43][C:31]([NH:30][C:28]([C@H:9]2[C@H:8]([C:4]3[CH:5]=[CH:6][CH:7]=[C:2]([Cl:1])[C:3]=3[F:46])[C@:12]([C:15]3[CH:20]=[CH:19][C:18]([Cl:21])=[CH:17][C:16]=3[F:22])([C:13]#[N:14])[C@H:11]([CH2:23][C:24]([CH3:25])([CH3:27])[CH3:26])[NH:10]2)=[O:29])=[C:32]([O:44][CH3:45])[CH:33]=1)=[O:41]. The yield is 0.150. (6) The reactants are [O:1]=[C:2]1[CH:11]=[CH:10][C:9]2[CH2:8][N:7]([C:12]([O:14][C:15]([CH3:18])([CH3:17])[CH3:16])=[O:13])[CH2:6][CH2:5][C:4]=2[NH:3]1.CS(O[CH:24]1[CH2:29][CH2:28][N:27]([CH:30]2[CH2:33][CH2:32][CH2:31]2)[CH2:26][CH2:25]1)(=O)=O.[H-].[Na+]. The catalyst is CN(C=O)C.CCCC[N+](CCCC)(CCCC)CCCC.[I-].CCOC(C)=O.O. The product is [CH:30]1([N:27]2[CH2:28][CH2:29][CH:24]([O:1][C:2]3[CH:11]=[CH:10][C:9]4[CH2:8][N:7]([C:12]([O:14][C:15]([CH3:18])([CH3:17])[CH3:16])=[O:13])[CH2:6][CH2:5][C:4]=4[N:3]=3)[CH2:25][CH2:26]2)[CH2:33][CH2:32][CH2:31]1. The yield is 0.416. (7) The catalyst is O. The reactants are [Br:1][C:2]1[C:10]([O:11][CH3:12])=[CH:9][CH:8]=[C:7]2[C:3]=1[CH:4]=[N:5][NH:6]2.Br[CH2:14][C:15]([O:17][CH2:18][CH3:19])=[O:16].C(=O)([O-])[O-].[K+].[K+].CN(C)C=O. The yield is 0.390. The product is [Br:1][C:2]1[C:10]([O:11][CH3:12])=[CH:9][CH:8]=[C:7]2[C:3]=1[CH:4]=[N:5][N:6]2[CH2:14][C:15]([O:17][CH2:18][CH3:19])=[O:16].